From a dataset of Full USPTO retrosynthesis dataset with 1.9M reactions from patents (1976-2016). Predict the reactants needed to synthesize the given product. (1) Given the product [F:1][C:2]1[CH:8]=[CH:7][C:5]([NH:6][CH:12]2[CH2:13][CH2:14][O:9][CH2:10][CH2:11]2)=[CH:4][CH:3]=1, predict the reactants needed to synthesize it. The reactants are: [F:1][C:2]1[CH:8]=[CH:7][C:5]([NH2:6])=[CH:4][CH:3]=1.[O:9]1[CH2:14][CH2:13][C:12](=O)[CH2:11][CH2:10]1.C(O)(=O)C.C([BH3-])#N.[Na+].[OH-].[Na+]. (2) Given the product [Cl:23][C:2]1[N:3]=[C:4]([N:13]([CH3:15])[CH3:14])[C:5]2[CH2:6][CH2:7][CH2:8][CH2:9][C:10]=2[N:1]=1, predict the reactants needed to synthesize it. The reactants are: [N:1]1[C:10]2[CH2:9][CH2:8][CH2:7][CH2:6][C:5]=2[C:4](O)=[N:3][C:2]=1O.[NH:13]([CH3:15])[CH3:14].C([O-])(O)=O.[Na+].O=P(Cl)(Cl)[Cl:23]. (3) Given the product [CH:13](=[C:6]1/[CH2:7][O:8][C:9]2[C:4]([C:5]/1=[O:12])=[CH:3][C:2]([F:1])=[CH:11][CH:10]=2)/[C:14]1[CH:19]=[CH:18][CH:17]=[CH:16][CH:15]=1, predict the reactants needed to synthesize it. The reactants are: [F:1][C:2]1[CH:3]=[C:4]2[C:9](=[CH:10][CH:11]=1)[O:8][CH2:7][CH2:6][C:5]2=[O:12].[CH:13](=O)[C:14]1[CH:19]=[CH:18][CH:17]=[CH:16][CH:15]=1. (4) Given the product [OH:29][C:25]1[CH:24]=[C:23]([OH:30])[CH:22]=[C:21]2[C:26]=1[C:27](=[O:28])[CH:18]=[C:19]([CH2:31][CH2:32][CH2:33][CH2:34][CH2:35][CH2:36][CH2:37][CH2:38][CH2:39][CH2:40][CH2:41][CH2:42][CH2:43][CH2:44][CH3:45])[O:20]2, predict the reactants needed to synthesize it. The reactants are: C([C:18]1[C:27](=[O:28])[C:26]2[C:21](=[CH:22][C:23]([OH:30])=[CH:24][C:25]=2[OH:29])[O:20][C:19]=1[CH2:31][CH2:32][CH2:33][CH2:34][CH2:35][CH2:36][CH2:37][CH2:38][CH2:39][CH2:40][CH2:41][CH2:42][CH2:43][CH2:44][CH3:45])(=O)CCCCCCCCCCCCCCC.[OH-].[Na+]. (5) Given the product [N:8]([C@@H:11]1[C@@H:23]([O:24][CH2:25][C:26]2[CH:31]=[CH:30][C:29]([O:32][CH3:33])=[CH:28][CH:27]=2)[C@@H:22]([O:34][CH2:43][C:40]2[CH:41]=[CH:42][CH:37]=[CH:38][CH:39]=2)[C@@H:21]([CH2:35][O:36][CH2:25][C:26]2[CH:31]=[CH:30][CH:29]=[CH:28][CH:27]=2)[O:20][C@H:12]1[S:13][C:14]1[CH:15]=[CH:16][CH:17]=[CH:18][CH:19]=1)=[N+:9]=[N-:10], predict the reactants needed to synthesize it. The reactants are: [H-].[Na+].CN(C=O)C.[N:8]([C@@H:11]1[C@@H:23]([O:24][CH2:25][C:26]2[CH:31]=[CH:30][C:29]([O:32][CH3:33])=[CH:28][CH:27]=2)[C@@H:22]([OH:34])[C@@H:21]([CH2:35][OH:36])[O:20][C@H:12]1[S:13][C:14]1[CH:19]=[CH:18][CH:17]=[CH:16][CH:15]=1)=[N+:9]=[N-:10].[CH:37]1[CH:42]=[CH:41][C:40]([CH2:43]Br)=[CH:39][CH:38]=1. (6) Given the product [Cl:19][C:20]1[CH:21]=[CH:22][C:23]([N:28]2[CH:32]=[N:31][CH:30]=[N:29]2)=[C:24]([CH:25]=1)[CH2:26][NH:27][C:14]([C:9]1[CH:10]=[CH:11][C:12]2[C:7]([CH:8]=1)=[N:6][N:5]([CH2:4][CH:3]([CH2:1][CH3:2])[CH2:17][CH3:18])[CH:13]=2)=[O:16], predict the reactants needed to synthesize it. The reactants are: [CH2:1]([CH:3]([CH2:17][CH3:18])[CH2:4][N:5]1[CH:13]=[C:12]2[C:7]([CH:8]=[C:9]([C:14]([OH:16])=O)[CH:10]=[CH:11]2)=[N:6]1)[CH3:2].[Cl:19][C:20]1[CH:21]=[CH:22][C:23]([N:28]2[CH:32]=[N:31][CH:30]=[N:29]2)=[C:24]([CH2:26][NH2:27])[CH:25]=1.C(Cl)CCl.C(O)(=O)CC(CC(O)=O)(C(O)=O)O. (7) Given the product [CH2:14]([NH:16][C:2]1[C:3]2[S:10][C:9]([C:11]([NH2:13])=[O:12])=[CH:8][C:4]=2[N:5]=[CH:6][N:7]=1)[CH3:15], predict the reactants needed to synthesize it. The reactants are: Cl[C:2]1[C:3]2[S:10][C:9]([C:11]([NH2:13])=[O:12])=[CH:8][C:4]=2[N:5]=[CH:6][N:7]=1.[CH2:14]([NH2:16])[CH3:15].